From a dataset of Forward reaction prediction with 1.9M reactions from USPTO patents (1976-2016). Predict the product of the given reaction. Given the reactants [NH2:1][C@H:2]1[C@H](C)[CH2:5][N:4]([C:8](OC(C)(C)C)=O)[CH2:3]1.[CH2:15]=O.[BH-](O[C:27]([CH3:29])=O)(OC(C)=O)OC(C)=O.[Na+].[OH-].[Na+], predict the reaction product. The product is: [CH3:5][N:4]([CH3:8])[C@H:3]1[C@H:27]([CH3:29])[CH2:15][NH:1][CH2:2]1.